This data is from Full USPTO retrosynthesis dataset with 1.9M reactions from patents (1976-2016). The task is: Predict the reactants needed to synthesize the given product. Given the product [C:1]([NH:9][C:10]1[CH:11]=[C:12]([NH:17][C:18](=[O:27])[C:19]2[CH:24]=[CH:23][C:22]([CH2:25][N:28]3[CH2:33][CH2:32][O:31][CH2:30][CH2:29]3)=[N:21][CH:20]=2)[CH:13]=[CH:14][C:15]=1[Cl:16])(=[O:8])[C:2]1[CH:7]=[CH:6][CH:5]=[CH:4][CH:3]=1, predict the reactants needed to synthesize it. The reactants are: [C:1]([NH:9][C:10]1[CH:11]=[C:12]([NH:17][C:18](=[O:27])[C:19]2[CH:24]=[CH:23][C:22]([CH2:25]Br)=[N:21][CH:20]=2)[CH:13]=[CH:14][C:15]=1[Cl:16])(=[O:8])[C:2]1[CH:7]=[CH:6][CH:5]=[CH:4][CH:3]=1.[NH:28]1[CH2:33][CH2:32][O:31][CH2:30][CH2:29]1.